Predict the product of the given reaction. From a dataset of Forward reaction prediction with 1.9M reactions from USPTO patents (1976-2016). (1) Given the reactants [Cl:1][C:2]1[CH:3]=[C:4]([N:8]([CH2:21][CH2:22][C:23]#[N:24])[C:9](=O)[CH2:10][N:11]([CH3:19])[C:12](=[O:18])[O:13][C:14]([CH3:17])([CH3:16])[CH3:15])[CH:5]=[CH:6][CH:7]=1.CO, predict the reaction product. The product is: [NH2:24][CH2:23][CH2:22][CH2:21][N:8]([C:4]1[CH:5]=[CH:6][CH:7]=[C:2]([Cl:1])[CH:3]=1)[CH2:9][CH2:10][N:11]([CH3:19])[C:12](=[O:18])[O:13][C:14]([CH3:15])([CH3:17])[CH3:16]. (2) Given the reactants [CH3:1][C:2]1[NH:3][C:4]2[C:9]([C:10]=1[C:11]([N:13]1[CH2:18][CH2:17][C:16]3([C:22]4[CH:23]=[CH:24][CH:25]=[CH:26][C:21]=4[CH2:20][O:19]3)[CH2:15][CH2:14]1)=[O:12])=[CH:8][CH:7]=[CH:6][CH:5]=2.[H-].[Na+].[C:29](Cl)(=[O:36])[C:30]1[CH:35]=[CH:34][CH:33]=[CH:32][CH:31]=1, predict the reaction product. The product is: [C:29]([N:3]1[C:4]2[C:9](=[CH:8][CH:7]=[CH:6][CH:5]=2)[C:10]([C:11]([N:13]2[CH2:14][CH2:15][C:16]3([C:22]4[CH:23]=[CH:24][CH:25]=[CH:26][C:21]=4[CH2:20][O:19]3)[CH2:17][CH2:18]2)=[O:12])=[C:2]1[CH3:1])(=[O:36])[C:30]1[CH:35]=[CH:34][CH:33]=[CH:32][CH:31]=1. (3) Given the reactants [S:9](O[S:9]([C:12]([F:15])([F:14])[F:13])(=[O:11])=[O:10])([C:12]([F:15])([F:14])[F:13])(=[O:11])=[O:10].[NH2:16][C:17]1[CH:18]=[C:19]([CH:24]=[CH:25][CH:26]=1)[C:20]([O:22][CH3:23])=[O:21].CCN(C(C)C)C(C)C, predict the reaction product. The product is: [F:13][C:12]([F:15])([F:14])[S:9]([N:16]([S:9]([C:12]([F:13])([F:14])[F:15])(=[O:10])=[O:11])[C:17]1[CH:18]=[C:19]([CH:24]=[CH:25][CH:26]=1)[C:20]([O:22][CH3:23])=[O:21])(=[O:11])=[O:10]. (4) Given the reactants C(Cl)(=O)C(Cl)=O.CN(C=O)C.[F:12][C:13]1[CH:14]=[C:15]([CH:21]=[CH:22][C:23]=1[F:24])[CH2:16][CH2:17][C:18]([OH:20])=O, predict the reaction product. The product is: [F:12][C:13]1[CH:14]=[C:15]2[C:21](=[CH:22][C:23]=1[F:24])[C:18](=[O:20])[CH2:17][CH2:16]2. (5) The product is: [NH2:8][CH:9]([CH:33]([O:35][CH3:36])[CH3:34])[C:10]([N:12]1[CH2:16][CH2:15][CH:14]([O:17][C:18](=[O:20])[CH3:19])[CH:13]1[CH2:21][C:22]1[C:30]2[C:25](=[CH:26][C:27]([F:31])=[CH:28][CH:29]=2)[NH:24][C:23]=1[Cl:32])=[O:11]. Given the reactants C(OC([NH:8][CH:9]([CH:33]([O:35][CH3:36])[CH3:34])[C:10]([N:12]1[CH2:16][CH2:15][CH:14]([O:17][C:18](=[O:20])[CH3:19])[CH:13]1[CH2:21][C:22]1[C:30]2[C:25](=[CH:26][C:27]([F:31])=[CH:28][CH:29]=2)[NH:24][C:23]=1[Cl:32])=[O:11])=O)(C)(C)C.C(O)(C(F)(F)F)=O, predict the reaction product. (6) Given the reactants [N:1]12[CH2:8][CH2:7][CH:4]([CH2:5][CH2:6]1)[C@@H:3]([O:9][C:10](=[O:29])[C:11]([OH:28])([C:20]1[CH:25]=[CH:24][CH:23]=[C:22]([O:26][CH3:27])[CH:21]=1)[C:12]1[CH:17]=[CH:16][CH:15]=[C:14]([O:18][CH3:19])[CH:13]=1)[CH2:2]2.[Br:30][CH2:31][C:32]([NH:34][C:35]1[CH:39]=[CH:38][O:37][N:36]=1)=[O:33], predict the reaction product. The product is: [Br-:30].[OH:28][C:11]([C:20]1[CH:25]=[CH:24][CH:23]=[C:22]([O:26][CH3:27])[CH:21]=1)([C:12]1[CH:17]=[CH:16][CH:15]=[C:14]([O:18][CH3:19])[CH:13]=1)[C:10]([O:9][C@@H:3]1[CH:4]2[CH2:7][CH2:8][N+:1]([CH2:31][C:32](=[O:33])[NH:34][C:35]3[CH:39]=[CH:38][O:37][N:36]=3)([CH2:6][CH2:5]2)[CH2:2]1)=[O:29].